Regression/Classification. Given a drug SMILES string, predict its absorption, distribution, metabolism, or excretion properties. Task type varies by dataset: regression for continuous measurements (e.g., permeability, clearance, half-life) or binary classification for categorical outcomes (e.g., BBB penetration, CYP inhibition). For this dataset (solubility_aqsoldb), we predict Y. From a dataset of Aqueous solubility values for 9,982 compounds from the AqSolDB database. (1) The molecule is CCCCCCCCCCCCOS(=O)(=O)[O-].[Na+]. The Y is -0.284 log mol/L. (2) The compound is CC(O)C(=O)[O-].CC(O)C(=O)[O-].[Zn+2]. The Y is -0.704 log mol/L. (3) The molecule is CCCCOc1ccc(C(=O)OCCN(CC)CC)cc1. The Y is -3.84 log mol/L. (4) The compound is CC(C)CCCCCCCCCCCCCCC(=O)[O-].[K+]. The Y is -8.15 log mol/L.